This data is from Peptide-MHC class I binding affinity with 185,985 pairs from IEDB/IMGT. The task is: Regression. Given a peptide amino acid sequence and an MHC pseudo amino acid sequence, predict their binding affinity value. This is MHC class I binding data. (1) The peptide sequence is GRTFGKLPY. The MHC is HLA-A26:01 with pseudo-sequence HLA-A26:01. The binding affinity (normalized) is 0.0847. (2) The peptide sequence is RAAIDRQVSV. The MHC is HLA-A68:02 with pseudo-sequence HLA-A68:02. The binding affinity (normalized) is 0.631. (3) The peptide sequence is KAFSPEVIPMF. The MHC is HLA-B08:01 with pseudo-sequence HLA-B08:01. The binding affinity (normalized) is 0.